This data is from Peptide-MHC class II binding affinity with 134,281 pairs from IEDB. The task is: Regression. Given a peptide amino acid sequence and an MHC pseudo amino acid sequence, predict their binding affinity value. This is MHC class II binding data. (1) The peptide sequence is LLGLLAPLASAQLSR. The MHC is DRB1_0901 with pseudo-sequence DRB1_0901. The binding affinity (normalized) is 1.00. (2) The peptide sequence is KNYEHIAAYHFDLSG. The MHC is HLA-DPA10103-DPB10401 with pseudo-sequence HLA-DPA10103-DPB10401. The binding affinity (normalized) is 0.340. (3) The peptide sequence is EAKYFAATQFEPLAA. The MHC is HLA-DQA10301-DQB10302 with pseudo-sequence HLA-DQA10301-DQB10302. The binding affinity (normalized) is 0.473. (4) The peptide sequence is FFVKNPTDTGHGTVV. The MHC is DRB1_0404 with pseudo-sequence DRB1_0404. The binding affinity (normalized) is 0.351.